Dataset: Catalyst prediction with 721,799 reactions and 888 catalyst types from USPTO. Task: Predict which catalyst facilitates the given reaction. (1) Reactant: [CH3:1][C:2]([OH:7])([CH3:6])[CH2:3][CH2:4][OH:5].CO[CH2:10][C:11]1(COC)[CH:16]=[CH:15][C:14]([O:17][CH3:18])=[CH:13][CH2:12]1.O.C1(C)C=CC(S(O)(=O)=O)=CC=1.C(=O)([O-])O.[Na+]. Product: [CH3:18][O:17][C:14]1[CH:15]=[CH:16][C:11]([CH:10]2[O:7][C:2]([CH3:6])([CH3:1])[CH2:3][CH2:4][O:5]2)=[CH:12][CH:13]=1. The catalyst class is: 22. (2) Reactant: [CH:1]1([NH:6][S:7]([C:10]2[C:18]3[N:17]=[C:16]([SH:19])[NH:15][C:14]=3[CH:13]=[C:12]([C:20]3[C:21]([CH3:26])=[N:22][O:23][C:24]=3[CH3:25])[CH:11]=2)(=[O:9])=[O:8])[CH2:5][CH2:4][CH2:3][CH2:2]1.[CH3:27]I.[OH-].[K+]. Product: [CH:1]1([NH:6][S:7]([C:10]2[C:18]3[N:17]=[C:16]([S:19][CH3:27])[NH:15][C:14]=3[CH:13]=[C:12]([C:20]3[C:21]([CH3:26])=[N:22][O:23][C:24]=3[CH3:25])[CH:11]=2)(=[O:9])=[O:8])[CH2:2][CH2:3][CH2:4][CH2:5]1. The catalyst class is: 14. (3) Reactant: [H-].[K+].Br[C:4]1[CH:13]=[CH:12][C:11]2[C:6](=[CH:7][CH:8]=[CH:9][CH:10]=2)[N:5]=1.C([Li])CCC.[C:19]([O:23][C:24]([N:26]1[CH2:31][CH2:30][CH2:29][CH2:28][CH:27]1[C:32](=[O:37])N(OC)C)=[O:25])([CH3:22])([CH3:21])[CH3:20]. Product: [C:19]([O:23][C:24]([N:26]1[CH2:31][CH2:30][CH2:29][CH2:28][CH:27]1[C:32]([C:4]1[CH:13]=[CH:12][C:11]2[C:6](=[CH:7][CH:8]=[CH:9][CH:10]=2)[N:5]=1)=[O:37])=[O:25])([CH3:22])([CH3:21])[CH3:20]. The catalyst class is: 1. (4) Product: [CH2:1]([N:8]1[C:20]2[CH:19]=[C:18]([C:21]([N:35]([O:36][CH3:37])[CH3:34])=[O:23])[CH:17]=[CH:16][C:15]=2[C:14]2[C:9]1=[CH:10][C:11]([C:26]1[C:27]([CH3:32])=[N:28][O:29][C:30]=1[CH3:31])=[CH:12][C:13]=2[C:24]#[N:25])[C:2]1[CH:7]=[CH:6][CH:5]=[CH:4][CH:3]=1. Reactant: [CH2:1]([N:8]1[C:20]2[CH:19]=[C:18]([C:21]([OH:23])=O)[CH:17]=[CH:16][C:15]=2[C:14]2[C:9]1=[CH:10][C:11]([C:26]1[C:27]([CH3:32])=[N:28][O:29][C:30]=1[CH3:31])=[CH:12][C:13]=2[C:24]#[N:25])[C:2]1[CH:7]=[CH:6][CH:5]=[CH:4][CH:3]=1.Cl.[CH3:34][NH:35][O:36][CH3:37].C(Cl)CCl.C1C=CC2N(O)N=NC=2C=1. The catalyst class is: 18. (5) Reactant: [F:1][C:2]1[CH:7]=[CH:6][C:5]([C:8]2[C:13]([C:14]([O:16][CH3:17])=[O:15])=[CH:12][CH:11]=[C:10]([CH3:18])[N:9]=2)=[CH:4][CH:3]=1.C1C=C(Cl)C=C(C(OO)=[O:27])C=1. Product: [F:1][C:2]1[CH:7]=[CH:6][C:5]([C:8]2[C:13]([C:14]([O:16][CH3:17])=[O:15])=[CH:12][CH:11]=[C:10]([CH3:18])[N+:9]=2[O-:27])=[CH:4][CH:3]=1. The catalyst class is: 4. (6) Reactant: [F:1][C:2]1[CH:3]=[N:4][C:5]([O:18][C:19]2[CH:24]=[CH:23][CH:22]=[C:21](SC)[CH:20]=2)=[C:6]([CH:17]=1)[C:7]([NH:9][C@H:10]1[CH2:15][CH2:14][C@H:13]([OH:16])[CH2:12][CH2:11]1)=[O:8].O[O:28][S:29]([O-:31])=O.[K+].[CH:33](O)(C)C. Product: [NH3:4].[F:1][C:2]1[CH:3]=[N:4][C:5]([O:18][C:19]2[CH:20]=[CH:21][CH:22]=[C:23]([S:29]([CH3:33])(=[O:31])=[O:28])[CH:24]=2)=[C:6]([CH:17]=1)[C:7]([NH:9][C@H:10]1[CH2:15][CH2:14][C@H:13]([OH:16])[CH2:12][CH2:11]1)=[O:8]. The catalyst class is: 30. (7) Reactant: [Li].[CH3:2][C:3]1[CH:12]=[C:11]([N:13]2[CH2:17][CH2:16][CH2:15][CH2:14]2)[C:10]2[C:5](=[CH:6][C:7]([C:18]([N:20]3[CH2:24][CH2:23][CH2:22][CH2:21]3)=O)=[CH:8][CH:9]=2)[N:4]=1.C(C(C(C([O-])=O)O)O)([O-])=O.[Na+].[K+].C(OCC)(=O)C. Product: [CH3:2][C:3]1[CH:12]=[C:11]([N:13]2[CH2:14][CH2:15][CH2:16][CH2:17]2)[C:10]2[C:5](=[CH:6][C:7]([CH2:18][N:20]3[CH2:24][CH2:23][CH2:22][CH2:21]3)=[CH:8][CH:9]=2)[N:4]=1. The catalyst class is: 7.